Task: Regression. Given a peptide amino acid sequence and an MHC pseudo amino acid sequence, predict their binding affinity value. This is MHC class I binding data.. Dataset: Peptide-MHC class I binding affinity with 185,985 pairs from IEDB/IMGT The peptide sequence is RADSMMLGY. The MHC is HLA-A01:01 with pseudo-sequence HLA-A01:01. The binding affinity (normalized) is 0.941.